This data is from Full USPTO retrosynthesis dataset with 1.9M reactions from patents (1976-2016). The task is: Predict the reactants needed to synthesize the given product. (1) Given the product [I:14][C:15]1[CH:21]=[C:20]([C:22]([F:24])([F:25])[F:23])[CH:19]=[CH:18][C:16]=1[NH:17][S:10]([C:6]1[CH:7]=[CH:8][CH:9]=[C:4]([CH:2]([CH3:3])[CH3:1])[CH:5]=1)(=[O:12])=[O:11], predict the reactants needed to synthesize it. The reactants are: [CH3:1][CH:2]([C:4]1[CH:5]=[C:6]([S:10](Cl)(=[O:12])=[O:11])[CH:7]=[CH:8][CH:9]=1)[CH3:3].[I:14][C:15]1[CH:21]=[C:20]([C:22]([F:25])([F:24])[F:23])[CH:19]=[CH:18][C:16]=1[NH2:17].[OH-].[K+].Cl. (2) The reactants are: [CH3:1][O:2][CH2:3][O:4][C:5]1[CH:10]=[C:9]([O:11][CH2:12][O:13][CH3:14])[CH:8]=[CH:7][C:6]=1[C:15]1[CH2:20][CH2:19][CH2:18][C:17](=[O:21])[CH:16]=1.[H][H]. Given the product [CH3:1][O:2][CH2:3][O:4][C:5]1[CH:10]=[C:9]([O:11][CH2:12][O:13][CH3:14])[CH:8]=[CH:7][C:6]=1[CH:15]1[CH2:20][CH2:19][CH2:18][C:17](=[O:21])[CH2:16]1, predict the reactants needed to synthesize it. (3) Given the product [NH2:11][C:10]1[C:9]2[C:8]([CH:12]3[CH2:17][CH2:16][CH2:15][N:14]([C:18]([O:20][C:21]([CH3:24])([CH3:23])[CH3:22])=[O:19])[CH2:13]3)=[CH:7][C:6]([C:25]3[C:30]([O:31][CH2:32][C:33]4[CH:34]=[CH:35][C:36]([O:39][CH3:40])=[CH:37][CH:38]=4)=[CH:29][CH:28]=[CH:27][C:26]=3[O:41][CH2:42][CH:43]3[CH2:44][CH2:45]3)=[N:5][C:4]=2[N:3]=[CH:2][N:1]=1, predict the reactants needed to synthesize it. The reactants are: [NH2:1]/[CH:2]=[N:3]/[C:4]1[C:9]([C:10]#[N:11])=[C:8]([CH:12]2[CH2:17][CH2:16][CH2:15][N:14]([C:18]([O:20][C:21]([CH3:24])([CH3:23])[CH3:22])=[O:19])[CH2:13]2)[CH:7]=[C:6]([C:25]2[C:30]([O:31][CH2:32][C:33]3[CH:38]=[CH:37][C:36]([O:39][CH3:40])=[CH:35][CH:34]=3)=[CH:29][CH:28]=[CH:27][C:26]=2[O:41][CH2:42][CH:43]2[CH2:45][CH2:44]2)[N:5]=1.FC(F)(F)C(O)=O. (4) Given the product [Br:35][C:4]1[CH:5]=[C:6]2[C:11](=[CH:12][C:3]=1[C:1]#[N:2])[N:10]([C:13]1[C:17]3[CH2:18][N:19]([C:22]([O:24][C:25]([CH3:28])([CH3:27])[CH3:26])=[O:23])[CH2:20][CH2:21][C:16]=3[N:15]([CH:29]3[CH2:30][CH2:31][O:32][CH2:33][CH2:34]3)[N:14]=1)[CH2:9][CH2:8][CH2:7]2, predict the reactants needed to synthesize it. The reactants are: [C:1]([C:3]1[CH:12]=[C:11]2[C:6]([CH2:7][CH2:8][CH2:9][N:10]2[C:13]2[C:17]3[CH2:18][N:19]([C:22]([O:24][C:25]([CH3:28])([CH3:27])[CH3:26])=[O:23])[CH2:20][CH2:21][C:16]=3[N:15]([CH:29]3[CH2:34][CH2:33][O:32][CH2:31][CH2:30]3)[N:14]=2)=[CH:5][CH:4]=1)#[N:2].[Br:35]N1C(=O)CCC1=O. (5) Given the product [NH3:7].[CH2:1]([N:7]1[CH2:12][CH2:11][C:10]([CH3:13])([C:14]2[CH:19]=[CH:18][CH:17]=[C:16]([O:20][S:35]([C:38]([F:41])([F:40])[F:39])(=[O:37])=[O:36])[CH:15]=2)[CH2:9][CH2:8]1)[CH2:2][CH2:3][CH2:4][CH2:5][CH3:6], predict the reactants needed to synthesize it. The reactants are: [CH2:1]([N:7]1[CH2:12][CH2:11][C:10]([C:14]2[CH:19]=[CH:18][CH:17]=[C:16]([OH:20])[CH:15]=2)([CH3:13])[CH2:9][CH2:8]1)[CH2:2][CH2:3][CH2:4][CH2:5][CH3:6].C(N(CC)CC)C.C1C=CC(N([S:35]([C:38]([F:41])([F:40])[F:39])(=[O:37])=[O:36])[S:35]([C:38]([F:41])([F:40])[F:39])(=[O:37])=[O:36])=CC=1.C(=O)([O-])O.[Na+]. (6) Given the product [CH3:1][O:2][C:3](=[O:64])[NH:4][CH:5]([C:9]([N:11]1[CH2:15][CH2:14][CH2:13][CH:12]1[C:16]1[NH:17][C:18]([C:21]2[CH:30]=[CH:29][C:28]3[C:23](=[CH:24][CH:25]=[C:26]([C:31]4[CH:32]=[CH:33][C:34]([C:37]5[NH:38][C:39]([CH:42]6[CH2:46][CH2:45][CH2:44][N:43]6[C:47](=[O:63])[CH:48]([NH2:55])[C:49]6[CH:54]=[CH:53][CH:52]=[CH:51][CH:50]=6)=[N:40][CH:41]=5)=[CH:35][CH:36]=4)[CH:27]=3)[CH:22]=2)=[CH:19][N:20]=1)=[O:10])[CH:6]([CH3:8])[CH3:7], predict the reactants needed to synthesize it. The reactants are: [CH3:1][O:2][C:3](=[O:64])[NH:4][CH:5]([C:9]([N:11]1[CH2:15][CH2:14][CH2:13][CH:12]1[C:16]1[NH:17][C:18]([C:21]2[CH:30]=[CH:29][C:28]3[C:23](=[CH:24][CH:25]=[C:26]([C:31]4[CH:36]=[CH:35][C:34]([C:37]5[NH:38][C:39]([CH:42]6[CH2:46][CH2:45][CH2:44][N:43]6[C:47](=[O:63])[CH:48]([NH:55]C(OC(C)(C)C)=O)[C:49]6[CH:54]=[CH:53][CH:52]=[CH:51][CH:50]=6)=[N:40][CH:41]=5)=[CH:33][CH:32]=4)[CH:27]=3)[CH:22]=2)=[CH:19][N:20]=1)=[O:10])[CH:6]([CH3:8])[CH3:7].Cl.O1CCOCC1.